From a dataset of Full USPTO retrosynthesis dataset with 1.9M reactions from patents (1976-2016). Predict the reactants needed to synthesize the given product. (1) Given the product [F:1][C:2]1[CH:3]=[CH:4][C:5]([NH:8][C:9]2[CH:18]=[C:17]([NH:19][CH:20]([CH3:22])[CH3:21])[C:12]([C:13]3[O:14][C:23]([CH3:24])=[N:16][N:15]=3)=[CH:11][N:10]=2)=[CH:6][CH:7]=1, predict the reactants needed to synthesize it. The reactants are: [F:1][C:2]1[CH:7]=[CH:6][C:5]([NH:8][C:9]2[CH:18]=[C:17]([NH:19][CH:20]([CH3:22])[CH3:21])[C:12]([C:13]([NH:15][NH2:16])=[O:14])=[CH:11][N:10]=2)=[CH:4][CH:3]=1.[CH3:23][C:24]1C=CC(S(O)(=O)=O)=CC=1. (2) Given the product [Cl:18][C:19]1[CH:20]=[CH:21][C:22]([CH2:25][CH2:26][C@@H:27]2[NH:28][CH2:29][CH2:30][N:17]([C:6]3[C:5]4[CH:4]=[C:3]([CH3:2])[S:12][C:11]=4[NH:10][C:9]4[CH:13]=[CH:14][CH:15]=[CH:16][C:8]=4[N:7]=3)[CH2:32]2)=[CH:23][CH:24]=1, predict the reactants needed to synthesize it. The reactants are: Cl.[CH3:2][C:3]1[S:12][C:11]2[NH:10][C:9]3[CH:13]=[CH:14][CH:15]=[CH:16][C:8]=3[N:7]=[C:6]([NH2:17])[C:5]=2[CH:4]=1.[Cl:18][C:19]1[CH:24]=[CH:23][C:22]([CH2:25][CH2:26][C@H:27]2[CH2:32]N[CH2:30][CH2:29][NH:28]2)=[CH:21][CH:20]=1.C(N(CC)C(C)C)(C)C.CS(C)=O. (3) Given the product [NH2:14][CH2:13][C:12]1[CH:15]=[CH:16][C:9]([O:8][C:6]2[CH:5]=[CH:4][N:3]=[C:2]([NH2:1])[CH:7]=2)=[CH:10][CH:11]=1, predict the reactants needed to synthesize it. The reactants are: [NH2:1][C:2]1[CH:7]=[C:6]([O:8][C:9]2[CH:16]=[CH:15][C:12]([C:13]#[N:14])=[CH:11][CH:10]=2)[CH:5]=[CH:4][N:3]=1.O1CCCC1.B.Cl.CO. (4) Given the product [N:14]1([CH2:8][C:7]2[CH:6]=[CH:5][C:4]([CH:3]=[O:12])=[CH:11][CH:10]=2)[CH2:18][CH2:17][CH2:16][CH2:15]1, predict the reactants needed to synthesize it. The reactants are: CO[CH:3]([O:12]C)[C:4]1[CH:11]=[CH:10][C:7]([CH:8]=O)=[CH:6][CH:5]=1.[NH:14]1[CH2:18][CH2:17][CH2:16][CH2:15]1.C(O)(=O)C.S([O-])([O-])(=O)=O.[Na+].[Na+].C(O[BH-](OC(=O)C)OC(=O)C)(=O)C.[Na+].C(=O)([O-])[O-].[K+].[K+]. (5) Given the product [N:23]1[C:32]2[C:27](=[CH:28][CH:29]=[CH:30][CH:31]=2)[CH:26]=[CH:25][C:24]=1[NH:33][C:18]([C:16]1[C:15]([F:21])=[C:14]([F:22])[C:12]2[N:13]=[C:9]([C:3]3[C:2]([Cl:1])=[CH:7][CH:6]=[CH:5][C:4]=3[Cl:8])[NH:10][C:11]=2[CH:17]=1)=[O:19], predict the reactants needed to synthesize it. The reactants are: [Cl:1][C:2]1[CH:7]=[CH:6][CH:5]=[C:4]([Cl:8])[C:3]=1[C:9]1[NH:10][C:11]2[CH:17]=[C:16]([C:18](Cl)=[O:19])[C:15]([F:21])=[C:14]([F:22])[C:12]=2[N:13]=1.[N:23]1[C:32]2[C:27](=[CH:28][CH:29]=[CH:30][CH:31]=2)[CH:26]=[CH:25][C:24]=1[NH2:33].CCN(C(C)C)C(C)C. (6) Given the product [N:6]1([CH2:12][CH2:13][CH2:14][C:15]2[C:23]3[CH2:22][CH2:21][CH2:20][CH2:19][C:18]=3[NH:17][C:16]=2[CH:26]=[O:27])[CH2:11][CH2:10][NH:9][CH2:8][CH2:7]1, predict the reactants needed to synthesize it. The reactants are: P(Cl)(Cl)(Cl)=O.[N:6]1([CH2:12][CH2:13][CH2:14][C:15]2[C:23]3[CH2:22][CH2:21][CH2:20][CH2:19][C:18]=3[NH:17][CH:16]=2)[CH2:11][CH2:10][NH:9][CH2:8][CH2:7]1.CN(C)[CH:26]=[O:27].